Task: Predict the reactants needed to synthesize the given product.. Dataset: Full USPTO retrosynthesis dataset with 1.9M reactions from patents (1976-2016) Given the product [Cl:11][C:12]1[N:17]=[C:16]([CH:18]=[O:19])[CH:15]=[C:14]([CH2:23][O:24][CH2:25][C:26]([F:29])([F:27])[F:28])[N:13]=1, predict the reactants needed to synthesize it. The reactants are: [H-].C([Al+]CC(C)C)C(C)C.[Cl:11][C:12]1[N:17]=[C:16]([C:18](OCC)=[O:19])[CH:15]=[C:14]([CH2:23][O:24][CH2:25][C:26]([F:29])([F:28])[F:27])[N:13]=1.